From a dataset of Peptide-MHC class I binding affinity with 185,985 pairs from IEDB/IMGT. Regression. Given a peptide amino acid sequence and an MHC pseudo amino acid sequence, predict their binding affinity value. This is MHC class I binding data. (1) The peptide sequence is DPRDDLSGM. The MHC is HLA-B15:01 with pseudo-sequence HLA-B15:01. The binding affinity (normalized) is 0.0847. (2) The peptide sequence is LLAMTFWPA. The MHC is HLA-A25:01 with pseudo-sequence HLA-A25:01. The binding affinity (normalized) is 0.0847. (3) The peptide sequence is WIPEWDFI. The MHC is HLA-B27:05 with pseudo-sequence HLA-B27:05. The binding affinity (normalized) is 0.